This data is from Forward reaction prediction with 1.9M reactions from USPTO patents (1976-2016). The task is: Predict the product of the given reaction. (1) Given the reactants [CH2:1]([OH:10])[CH2:2][O:3][CH2:4][CH2:5][O:6][CH2:7][CH2:8][OH:9].[H-].[Na+].[CH2:13](Br)[C:14]#[CH:15].Cl, predict the reaction product. The product is: [CH2:15]([O:10][CH2:1][CH2:2][O:3][CH2:4][CH2:5][O:6][CH2:7][CH2:8][OH:9])[C:14]#[CH:13]. (2) Given the reactants [OH:1][C:2]1[CH:7]=[C:6]([OH:8])[CH:5]=[CH:4][C:3]=1[C:9](=[O:11])[CH3:10].Br[CH2:13][C:14]([O:16][CH2:17][C:18]1[CH:23]=[CH:22][CH:21]=[CH:20][CH:19]=1)=[O:15], predict the reaction product. The product is: [CH2:17]([O:16][C:14](=[O:15])[CH2:13][O:8][C:6]1[CH:5]=[CH:4][C:3]([C:9](=[O:11])[CH3:10])=[C:2]([OH:1])[CH:7]=1)[C:18]1[CH:23]=[CH:22][CH:21]=[CH:20][CH:19]=1. (3) Given the reactants [OH-].[Na+].[CH2:3]=[CH:4][CH2:5][NH2:6].[CH2:7]1[O:9][CH:8]1[CH2:10][Cl:11].[ClH:12].[Br-].Br[CH2:15][CH2:16][CH2:17][CH2:18][CH2:19][CH2:20][N+:21]([CH3:24])([CH3:23])[CH3:22].Cl.[CH3:26]O, predict the reaction product. The product is: [CH3:15][CH2:16][CH2:17][CH2:18][CH2:19][CH2:20][CH2:26][CH2:3][CH2:4][CH2:5][NH:6][CH2:7][CH:8]=[CH2:10].[CH3:22][N+:21]([CH2:20][CH2:19][CH2:18][CH2:17][CH2:16][CH2:15][NH:6][CH2:5][CH:4]=[CH2:3])([CH3:24])[CH3:23].[CH2:3]=[CH:4][CH2:5][NH2:6].[CH2:7]1[O:9][CH:8]1[CH2:10][Cl:11].[ClH:12].[Cl-:11]. (4) Given the reactants [NH2:1][CH:2]1[CH2:7][CH2:6][N:5]([CH2:8][CH2:9][N:10]2[C:19]3[C:14](=[CH:15][CH:16]=[C:17]([O:20][CH3:21])[CH:18]=3)[N:13]=[CH:12][C:11]2=[O:22])[CH2:4][CH2:3]1.[Cl:23][C:24]1[C:33]([CH:34]=O)=[N:32][C:31]2[NH:30][C:29](=[O:36])[CH2:28][S:27][C:26]=2[CH:25]=1.C(O[BH-](OC(=O)C)OC(=O)C)(=O)C.[Na+].C(=O)([O-])O.[Na+], predict the reaction product. The product is: [Cl:23][C:24]1[C:33]([CH2:34][NH:1][CH:2]2[CH2:3][CH2:4][N:5]([CH2:8][CH2:9][N:10]3[C:19]4[C:14](=[CH:15][CH:16]=[C:17]([O:20][CH3:21])[CH:18]=4)[N:13]=[CH:12][C:11]3=[O:22])[CH2:6][CH2:7]2)=[N:32][C:31]2[NH:30][C:29](=[O:36])[CH2:28][S:27][C:26]=2[CH:25]=1. (5) Given the reactants C(=O)([O-])[O:2][CH:3](CC=C)[C:4]1[S:5][C:6]2[CH:12]=[CH:11][C:10]([NH2:13])=[CH:9][C:7]=2[N:8]=1.[CH2:19]([C:23]1(C)[CH:31]=[C:30]([O:32][CH3:33])[CH:29]=[CH:28][CH:24]1[C:25](O)=[O:26])[CH2:20][CH:21]=[CH2:22].C(Cl)CCl.[OH-].[Na+], predict the reaction product. The product is: [CH2:19]([C:23]1[CH:31]=[C:30]([O:32][CH3:33])[CH:29]=[CH:28][C:24]=1[C:25]([NH:13][C:10]1[CH:11]=[CH:12][C:6]2[S:5][C:4]([CH2:3][OH:2])=[N:8][C:7]=2[CH:9]=1)=[O:26])[CH2:20][CH:21]=[CH2:22]. (6) Given the reactants C[O:2][C:3]([C:5]1[N:6]=[C:7]2[C:15]3[C:14]([N:16]4[CH2:21][CH2:20][O:19][CH2:18][CH2:17]4)=[CH:13][CH:12]=[CH:11][C:10]=3[NH:9][N:8]2[C:22](=[O:25])[C:23]=1[OH:24])=O.C[O-].[Na+].[F:29][C:30]1[CH:37]=[CH:36][C:33]([CH2:34][NH2:35])=[CH:32][CH:31]=1, predict the reaction product. The product is: [F:29][C:30]1[CH:37]=[CH:36][C:33]([CH2:34][NH:35][C:3]([C:5]2[N:6]=[C:7]3[C:15]4[C:14]([N:16]5[CH2:17][CH2:18][O:19][CH2:20][CH2:21]5)=[CH:13][CH:12]=[CH:11][C:10]=4[NH:9][N:8]3[C:22](=[O:25])[C:23]=2[OH:24])=[O:2])=[CH:32][CH:31]=1. (7) The product is: [Br:23][C:13]1[N:12]=[C:11]([C:9]#[N:8])[CH:16]=[CH:15][C:14]=1[CH3:17]. Given the reactants CC([NH:8][C:9]([C:11]1[CH:16]=[CH:15][C:14]([CH3:17])=[C:13](OCC2CC2)[N:12]=1)=O)(C(=O)NC)C.[Br-:23].[Br-].[Br-].[P+3]=O, predict the reaction product. (8) Given the reactants [H-].[Na+].[CH3:3][O:4][C:5]1[CH:10]=[CH:9][C:8]([CH2:11][OH:12])=[CH:7][CH:6]=1.[Br:13][C:14]1[CH:15]=[C:16](Br)[C:17]2[N:18]([C:20]([CH3:24])=[C:21]([CH3:23])[N:22]=2)[CH:19]=1, predict the reaction product. The product is: [Br:13][C:14]1[CH:15]=[C:16]([O:12][CH2:11][C:8]2[CH:9]=[CH:10][C:5]([O:4][CH3:3])=[CH:6][CH:7]=2)[C:17]2[N:18]([C:20]([CH3:24])=[C:21]([CH3:23])[N:22]=2)[CH:19]=1. (9) Given the reactants [CH:1]1[CH2:5][CH:4]=[CH:3][CH:2]=1.[CH2:6]([C:10]([CH3:12])=O)[CH:7]([CH3:9])[CH3:8].N1CCCC1, predict the reaction product. The product is: [CH3:12][C:10]([CH2:6][CH:7]([CH3:9])[CH3:8])=[C:2]1[CH:1]=[CH:5][CH:4]=[CH:3]1. (10) Given the reactants [NH2:1][C@H:2]1[CH2:6][CH2:5][N:4]([C@H:7]2[CH2:12][CH2:11][C@@H:10]([N:13]([CH:15]([CH3:17])[CH3:16])C)[CH2:9][C@H:8]2[NH:18][C:19](=[O:21])[CH3:20])[C:3]1=[O:22].C(N(C(C)C)CC)(C)C.Cl[C:33]1[C:42]2[C:37](=[CH:38][CH:39]=[C:40]([C:43]([F:46])([F:45])[F:44])[CH:41]=2)[N:36]=[CH:35][N:34]=1, predict the reaction product. The product is: [CH:15]([NH:13][C@H:10]1[CH2:9][C@@H:8]([NH:18][C:19](=[O:21])[CH3:20])[C@@H:7]([N:4]2[CH2:5][CH2:6][C@H:2]([NH:1][C:33]3[C:42]4[C:37](=[CH:38][CH:39]=[C:40]([C:43]([F:45])([F:46])[F:44])[CH:41]=4)[N:36]=[CH:35][N:34]=3)[C:3]2=[O:22])[CH2:12][CH2:11]1)([CH3:16])[CH3:17].